This data is from Full USPTO retrosynthesis dataset with 1.9M reactions from patents (1976-2016). The task is: Predict the reactants needed to synthesize the given product. (1) Given the product [CH2:27]([O:29][C:30](=[O:39])[CH2:31][S:32][C:33]1[S:37][C:36]([NH:38][C:9](=[O:10])[C:8]2[CH:12]=[C:13]([O:15][C:16]3[CH:21]=[CH:20][C:19]([C:22]([F:24])([F:25])[F:23])=[CH:18][CH:17]=3)[CH:14]=[C:6]([O:5][C@@H:4]([CH3:26])[CH2:3][O:2][CH3:1])[CH:7]=2)=[N:35][CH:34]=1)[CH3:28], predict the reactants needed to synthesize it. The reactants are: [CH3:1][O:2][CH2:3][C@H:4]([CH3:26])[O:5][C:6]1[CH:7]=[C:8]([CH:12]=[C:13]([O:15][C:16]2[CH:21]=[CH:20][C:19]([C:22]([F:25])([F:24])[F:23])=[CH:18][CH:17]=2)[CH:14]=1)[C:9](O)=[O:10].[CH2:27]([O:29][C:30](=[O:39])[CH2:31][S:32][C:33]1[S:37][C:36]([NH2:38])=[N:35][CH:34]=1)[CH3:28]. (2) Given the product [CH2:14]([N:21]1[CH2:22][CH2:23][C:24]([NH:29][C:30]2[CH:35]=[CH:34][CH:33]=[CH:32][CH:31]=2)([C:2]2[CH:7]=[CH:6][CH:5]=[C:4]([Br:8])[N:3]=2)[CH2:25][CH2:26]1)[C:15]1[CH:16]=[CH:17][CH:18]=[CH:19][CH:20]=1, predict the reactants needed to synthesize it. The reactants are: Br[C:2]1[CH:7]=[CH:6][CH:5]=[C:4]([Br:8])[N:3]=1.[Li+].CCC[CH2-].[CH2:14]([N:21]1[CH2:26][CH2:25][C:24]([NH:29][C:30]2[CH:35]=[CH:34][CH:33]=[CH:32][CH:31]=2)(C#N)[CH2:23][CH2:22]1)[C:15]1[CH:20]=[CH:19][CH:18]=[CH:17][CH:16]=1.O.